This data is from Reaction yield outcomes from USPTO patents with 853,638 reactions. The task is: Predict the reaction yield, written as a fraction of the theoretical maximum amount of product (1.0 means a 100% yield; for example, 0.34 means a 34% yield). (1) The reactants are C([N:8]1[CH2:12][CH2:11][C:10]([C:15]2[CH:20]=[CH:19][CH:18]=[C:17]([Cl:21])[C:16]=2[F:22])([O:13][CH3:14])[CH2:9]1)C1C=CC=CC=1.ClCCCl.ClC(OC(Cl)C)=O. The catalyst is CO. The product is [Cl:21][C:17]1[C:16]([F:22])=[C:15]([C:10]2([O:13][CH3:14])[CH2:11][CH2:12][NH:8][CH2:9]2)[CH:20]=[CH:19][CH:18]=1. The yield is 0.650. (2) The reactants are [N:1]1[C:8]([Cl:9])=[N:7][C:5](Cl)=[N:4][C:2]=1[Cl:3].[NH:10]1[CH2:15][CH2:14][O:13][CH2:12][CH2:11]1.CCN(CC)CC. The catalyst is C(Cl)Cl. The product is [Cl:9][C:8]1[N:1]=[C:2]([Cl:3])[N:4]=[C:5]([N:10]2[CH2:15][CH2:14][O:13][CH2:12][CH2:11]2)[N:7]=1. The yield is 0.950.